The task is: Predict the product of the given reaction.. This data is from Forward reaction prediction with 1.9M reactions from USPTO patents (1976-2016). (1) Given the reactants Cl[C:2]1[N:7]=[C:6](/[CH:8]=[CH:9]/[C:10]2[N:17]3[C:13]([S:14][CH:15]=[CH:16]3)=[N:12][C:11]=2[C:18]2[CH:23]=[CH:22][CH:21]=[CH:20][CH:19]=2)[CH:5]=[CH:4][N:3]=1.[C:24]1([CH:30]([NH2:32])[CH3:31])[CH:29]=[CH:28][CH:27]=[CH:26][CH:25]=1, predict the reaction product. The product is: [C:24]1([CH:30]([NH:32][C:2]2[N:7]=[C:6](/[CH:8]=[CH:9]/[C:10]3[N:17]4[C:13]([S:14][CH:15]=[CH:16]4)=[N:12][C:11]=3[C:18]3[CH:23]=[CH:22][CH:21]=[CH:20][CH:19]=3)[CH:5]=[CH:4][N:3]=2)[CH3:31])[CH:29]=[CH:28][CH:27]=[CH:26][CH:25]=1. (2) Given the reactants [F:1][C:2]1[C:3]([OH:13])=[C:4]([CH:9]=[CH:10][C:11]=1[F:12])[C:5]([NH:7]O)=[O:6].C(C1NC=CN=1)(C1NC=CN=1)=O, predict the reaction product. The product is: [F:12][C:11]1[CH:10]=[CH:9][C:4]2[C:5](=[O:6])[NH:7][O:13][C:3]=2[C:2]=1[F:1]. (3) Given the reactants [C:1]([O:7]C)([O:5][CH3:6])([O:3]C)[CH3:2].[C:9](O)(=O)CCCCC.[CH3:17][C:18](O)([CH2:21][CH2:22][CH:23]=[C:24]([CH3:36])[CH2:25][CH2:26][CH:27]=[C:28]([CH3:35])[CH2:29][CH2:30][CH:31]=[C:32]([CH3:34])[CH3:33])[CH:19]=[CH2:20], predict the reaction product. The product is: [CH3:9][CH2:33]/[C:32](/[CH3:34])=[CH:31]/[CH2:30][CH2:29]/[C:28](/[CH3:35])=[CH:27]/[CH2:26][CH2:25]/[C:24](/[CH3:36])=[CH:23]/[CH2:22][CH2:21]/[C:18](/[CH3:17])=[CH:19]/[CH2:20][CH2:2][C:1]([OH:7])=[O:3].[CH3:17][C:18]([CH2:21][CH2:22][CH:23]=[C:24]([CH3:36])[CH2:25][CH2:26][CH:27]=[C:28]([CH3:35])[CH2:29][CH2:30][CH:31]=[C:32]([CH3:34])[CH3:33])=[CH:19][CH2:20][CH2:2][C:1]([O:5][CH3:6])=[O:3].